From a dataset of Catalyst prediction with 721,799 reactions and 888 catalyst types from USPTO. Predict which catalyst facilitates the given reaction. (1) Reactant: [F:1][C:2]([F:17])([F:16])[C:3]1[CH:8]=[CH:7][C:6]([C:9]2([CH:14]=[O:15])[CH2:13][CH2:12][CH2:11][CH2:10]2)=[CH:5][CH:4]=1.[BH4-].[Na+]. Product: [F:1][C:2]([F:16])([F:17])[C:3]1[CH:4]=[CH:5][C:6]([C:9]2([CH2:14][OH:15])[CH2:13][CH2:12][CH2:11][CH2:10]2)=[CH:7][CH:8]=1. The catalyst class is: 5. (2) Reactant: [S:1]1[C:5]2[CH:6]=[CH:7][CH:8]=[CH:9][C:4]=2[N:3]=[C:2]1[CH:10]([C:13]1[CH:18]=[CH:17][N:16]=[C:15](Cl)[N:14]=1)[C:11]#[N:12].[NH3:20]. Product: [NH2:20][C:15]1[N:14]=[C:13]([CH:10]([C:2]2[S:1][C:5]3[CH:6]=[CH:7][CH:8]=[CH:9][C:4]=3[N:3]=2)[C:11]#[N:12])[CH:18]=[CH:17][N:16]=1. The catalyst class is: 8. (3) Reactant: [Cl:1][C:2]1[CH:7]=[CH:6][C:5]([N:8]2[C:12]([CH2:13][CH2:14][CH3:15])=[C:11]([C:16](Cl)=[O:17])[CH:10]=[N:9]2)=[CH:4][CH:3]=1.[CH:19]1([NH2:25])[CH2:24][CH2:23][CH2:22][CH2:21][CH2:20]1. Product: [Cl:1][C:2]1[CH:7]=[CH:6][C:5]([N:8]2[C:12]([CH2:13][CH2:14][CH3:15])=[C:11]([C:16]([NH:25][CH:19]3[CH2:24][CH2:23][CH2:22][CH2:21][CH2:20]3)=[O:17])[CH:10]=[N:9]2)=[CH:4][CH:3]=1. The catalyst class is: 59. (4) Reactant: Br[C:2]1[S:3][C:4]([C:7]([O:9][CH3:10])=[O:8])=[CH:5][N:6]=1.[NH:11]1[CH2:16][CH2:15][NH:14][CH2:13][CH2:12]1.C(=O)([O-])[O-].[K+].[K+]. Product: [CH3:10][O:9][C:7]([C:4]1[S:3][C:2]([N:11]2[CH2:16][CH2:15][NH:14][CH2:13][CH2:12]2)=[N:6][CH:5]=1)=[O:8]. The catalyst class is: 10.